Dataset: Experimentally validated miRNA-target interactions with 360,000+ pairs, plus equal number of negative samples. Task: Binary Classification. Given a miRNA mature sequence and a target amino acid sequence, predict their likelihood of interaction. (1) The miRNA is dre-miR-199-5p with sequence CCCAGUGUUCAGACUACCUGUUC. The protein sequence of the target gene is MDDLTLLDLLECPVCFEKLDVTAKVLPCQHTFCKPCLQRIFKAHKELRCPECRTLVFCSIEALPANLLLVRLLDGVRSGQSSWKGGSFRRPRILTLQDNRKAKSSPRSLQASPFRLVPSVRIHMDGVPRAKALCNYRGKNPGDLKFNKGDVILLRRQLDENWYQGEINGVSGIFPASSVEVIKQLPQPPPLCRALYNFDLRDKDKSENQDCLTFLKDDVITVISRVDENWAEGKLGDKVGIFPILFVEPNVSARHLLENKGHQLSRTRHLSLMSSPSRGKATNTSSLRKSPGSRRKGSGQ.... Result: 0 (no interaction). (2) The protein sequence of the target gene is MAATRYEPVAEIGVGAYGTVYKARDPHSGHFVALKSVRVPNGGAAGGGLPVSTVREVALLRRLEAFEHPNVVRLMDVCATSRTDRDIKVTLVFEHIDQDLRTYLDKAPPPGLPVETIKDLMRQFLSGLDFLHANCIVHRDLKPENILVTSNGTVKLADFGLARIYSYQMALTPVVVTLWYRAPEVLLQSTYATPVDMWSVGCIFAEMFRRKPLFCGNSEADQLGKIFDLIGLPPEDDWPREVSLPRGAFAPRGPRPVQSVVPEMEESGAQLLLEMLTFNPHKRISAFRALQHSYLHKEES.... Result: 0 (no interaction). The miRNA is mmu-miR-471-5p with sequence UACGUAGUAUAGUGCUUUUCAC.